Task: Regression. Given a peptide amino acid sequence and an MHC pseudo amino acid sequence, predict their binding affinity value. This is MHC class II binding data.. Dataset: Peptide-MHC class II binding affinity with 134,281 pairs from IEDB (1) The peptide sequence is GAGAAPLSWSKEIYN. The MHC is DRB1_0802 with pseudo-sequence DRB1_0802. The binding affinity (normalized) is 0.0414. (2) The peptide sequence is VVIQDNSDIKVVPRRKAKII. The MHC is HLA-DPA10201-DPB11401 with pseudo-sequence HLA-DPA10201-DPB11401. The binding affinity (normalized) is 0.234. (3) The peptide sequence is SQSYSGSVANEANVY. The MHC is H-2-IAb with pseudo-sequence H-2-IAb. The binding affinity (normalized) is 0.612. (4) The peptide sequence is RWFHERGYVKLEGRV. The MHC is HLA-DQA10501-DQB10302 with pseudo-sequence HLA-DQA10501-DQB10302. The binding affinity (normalized) is 0.266. (5) The peptide sequence is FFMSPKGISRMSMAM. The MHC is HLA-DQA10201-DQB10303 with pseudo-sequence HLA-DQA10201-DQB10303. The binding affinity (normalized) is 0.395. (6) The peptide sequence is KGSDPKKLVLN. The MHC is DRB1_0301 with pseudo-sequence DRB1_0301. The binding affinity (normalized) is 0.0761. (7) The peptide sequence is GFPVRPQVPLRPMTYKGAFDL. The MHC is HLA-DQA10103-DQB10603 with pseudo-sequence HLA-DQA10103-DQB10603. The binding affinity (normalized) is 0.197. (8) The peptide sequence is VDICFWSTLFFTTTL. The MHC is DRB1_0101 with pseudo-sequence DRB1_0101. The binding affinity (normalized) is 0.565. (9) The peptide sequence is CILAWILVRIINVRS. The MHC is DRB1_1302 with pseudo-sequence DRB1_1302. The binding affinity (normalized) is 0.314.